This data is from Forward reaction prediction with 1.9M reactions from USPTO patents (1976-2016). The task is: Predict the product of the given reaction. (1) Given the reactants [NH2:1][CH2:2][CH2:3][CH:4]([O:8][CH2:9][CH3:10])[O:5][CH2:6][CH3:7].C1C2C(COC([N:28]=[C:29]=[S:30])=O)C3C(=CC=CC=3)C=2C=CC=1.N1CCCCC1, predict the reaction product. The product is: [CH2:6]([O:5][CH:4]([O:8][CH2:9][CH3:10])[CH2:3][CH2:2][NH:1][C:29]([NH2:28])=[S:30])[CH3:7]. (2) Given the reactants [Br:1][C:2]1[CH:7]=[C:6]([C@@H:8]([NH:19][C:20](=[O:26])[O:21]C(C)(C)C)[C@@H:9]([C:11]2[CH:16]=[C:15]([F:17])[CH:14]=[CH:13][C:12]=2[F:18])O)[C:5]([F:27])=[CH:4][N:3]=1.C(N1C=CN=C1)(N1C=CN=C1)=O, predict the reaction product. The product is: [Br:1][C:2]1[CH:7]=[C:6]([C@@H:8]2[C@@H:9]([C:11]3[CH:16]=[C:15]([F:17])[CH:14]=[CH:13][C:12]=3[F:18])[O:21][C:20](=[O:26])[NH:19]2)[C:5]([F:27])=[CH:4][N:3]=1. (3) Given the reactants [CH:1]1([C:4]([C:6]2[CH:11]=[CH:10][C:9]([CH2:12][C:13](OCC)=O)=[CH:8][CH:7]=2)=[O:5])[CH2:3][CH2:2]1.C(O[C:21](=[O:25])[O:22][CH2:23][CH3:24])C.C[Si]([N-][Si](C)(C)C)(C)C.[Na+].IC, predict the reaction product. The product is: [CH:1]1([C:4]([C:6]2[CH:7]=[CH:8][C:9]([CH2:12][CH:13]([C:21]([O:22][CH2:23][CH3:24])=[O:25])[C:21]([O:22][CH2:23][CH3:24])=[O:25])=[CH:10][CH:11]=2)=[O:5])[CH2:2][CH2:3]1. (4) The product is: [F:22][C:21]([F:24])([F:23])[C:35]([OH:38])=[O:36].[Cl:1][C:2]1[CH:7]=[CH:6][C:5]([NH:8][C:9]2[O:13][C:12]([C:14]3[CH:15]=[CH:16][C:17]([O:20][C:42]4[CH:43]=[N:44][CH:45]=[CH:46][CH:47]=4)=[CH:18][CH:19]=3)=[N:11][N:10]=2)=[CH:4][C:3]=1[C:21]([F:22])([F:23])[F:24]. Given the reactants [Cl:1][C:2]1[CH:7]=[CH:6][C:5]([NH:8][C:9]2[O:13][C:12]([C:14]3[CH:19]=[CH:18][C:17]([OH:20])=[CH:16][CH:15]=3)=[N:11][N:10]=2)=[CH:4][C:3]=1[C:21]([F:24])([F:23])[F:22].C[Si]([N-][Si](C)(C)C)(C)C.[K+].[C:35]([O-:38])([O-])=[O:36].[K+].[K+].Br[C:42]1[CH:43]=[N:44][CH:45]=[CH:46][CH:47]=1, predict the reaction product. (5) The product is: [CH3:27][C:28]1([CH3:41])[CH2:37][CH2:36][C:35]2[C:30](=[CH:31][CH:32]=[C:33]([N:3]3[C:4](=[O:26])[C:5]([CH2:11][C:12]4[CH:17]=[CH:16][C:15]([C:18]5[CH:23]=[CH:22][CH:21]=[CH:20][C:19]=5[C:24]5[NH:42][C:55](=[O:57])[O:58][N:25]=5)=[CH:14][CH:13]=4)=[C:6]([CH2:8][CH2:9][CH3:10])[N:7]=[C:2]3[CH3:1])[CH:34]=2)[O:29]1. Given the reactants [CH3:1][C:2]1[NH:3][C:4](=[O:26])[C:5]([CH2:11][C:12]2[CH:17]=[CH:16][C:15]([C:18]3[C:19]([C:24]#[N:25])=[CH:20][CH:21]=[CH:22][CH:23]=3)=[CH:14][CH:13]=2)=[C:6]([CH2:8][CH2:9][CH3:10])[N:7]=1.[CH3:27][C:28]1([CH3:41])[CH2:37][CH2:36][C:35]2[C:30](=[CH:31][CH:32]=[C:33](B(O)O)[CH:34]=2)[O:29]1.[N:42]1C=CC=CC=1.C(N(CC)CC)C.[C:55]([O:58]CC)(=[O:57])C, predict the reaction product. (6) Given the reactants [Si:1]([O:18][CH2:19][CH:20]1[CH2:26][CH:25]2[CH:23]([CH2:24]2)[CH2:22][NH:21]1)([C:14]([CH3:17])([CH3:16])[CH3:15])([C:8]1[CH:13]=[CH:12][CH:11]=[CH:10][CH:9]=1)[C:2]1[CH:7]=[CH:6][CH:5]=[CH:4][CH:3]=1.[CH3:27][C:28]([O:31][C:32](O[C:32]([O:31][C:28]([CH3:30])([CH3:29])[CH3:27])=[O:33])=[O:33])([CH3:30])[CH3:29], predict the reaction product. The product is: [Si:1]([O:18][CH2:19][CH:20]1[CH2:26][CH:25]2[CH:23]([CH2:24]2)[CH2:22][N:21]1[C:32]([O:31][C:28]([CH3:30])([CH3:29])[CH3:27])=[O:33])([C:14]([CH3:17])([CH3:15])[CH3:16])([C:8]1[CH:13]=[CH:12][CH:11]=[CH:10][CH:9]=1)[C:2]1[CH:7]=[CH:6][CH:5]=[CH:4][CH:3]=1.